Dataset: NCI-60 drug combinations with 297,098 pairs across 59 cell lines. Task: Regression. Given two drug SMILES strings and cell line genomic features, predict the synergy score measuring deviation from expected non-interaction effect. (1) Drug 1: CC(CN1CC(=O)NC(=O)C1)N2CC(=O)NC(=O)C2. Drug 2: CC=C1C(=O)NC(C(=O)OC2CC(=O)NC(C(=O)NC(CSSCCC=C2)C(=O)N1)C(C)C)C(C)C. Cell line: HOP-62. Synergy scores: CSS=50.1, Synergy_ZIP=-4.08, Synergy_Bliss=-4.87, Synergy_Loewe=-31.8, Synergy_HSA=-2.43. (2) Drug 1: CCCS(=O)(=O)NC1=C(C(=C(C=C1)F)C(=O)C2=CNC3=C2C=C(C=N3)C4=CC=C(C=C4)Cl)F. Drug 2: COCCOC1=C(C=C2C(=C1)C(=NC=N2)NC3=CC=CC(=C3)C#C)OCCOC.Cl. Cell line: OVCAR-5. Synergy scores: CSS=7.20, Synergy_ZIP=1.44, Synergy_Bliss=5.90, Synergy_Loewe=-6.82, Synergy_HSA=0.498. (3) Drug 1: C1=CC(=CC=C1C#N)C(C2=CC=C(C=C2)C#N)N3C=NC=N3. Drug 2: C1C(C(OC1N2C=C(C(=O)NC2=O)F)CO)O. Cell line: DU-145. Synergy scores: CSS=9.65, Synergy_ZIP=-4.68, Synergy_Bliss=-0.930, Synergy_Loewe=-10.2, Synergy_HSA=-1.37.